From a dataset of Full USPTO retrosynthesis dataset with 1.9M reactions from patents (1976-2016). Predict the reactants needed to synthesize the given product. (1) The reactants are: [F:1][C:2]1[CH:7]=[CH:6][C:5]([N:8]2[C:12]3=[N:13][CH:14]=[CH:15][CH:16]=[C:11]3[C:10]([C:17]([O:19]C)=O)=[N:9]2)=[CH:4][C:3]=1[C:21]#[C:22][C@:23]1([OH:30])[CH2:27][CH2:26][N:25]([CH3:28])[C:24]1=[O:29].[NH3:31]. Given the product [F:1][C:2]1[CH:7]=[CH:6][C:5]([N:8]2[C:12]3=[N:13][CH:14]=[CH:15][CH:16]=[C:11]3[C:10]([C:17]([NH2:31])=[O:19])=[N:9]2)=[CH:4][C:3]=1[C:21]#[C:22][C@:23]1([OH:30])[CH2:27][CH2:26][N:25]([CH3:28])[C:24]1=[O:29], predict the reactants needed to synthesize it. (2) Given the product [Br:1][C:2]1[CH:9]=[CH:8][C:5]([CH:6]=[N:15][OH:13])=[CH:4][C:3]=1[N+:10]([O-:12])=[O:11], predict the reactants needed to synthesize it. The reactants are: [Br:1][C:2]1[CH:9]=[CH:8][C:5]([CH:6]=O)=[CH:4][C:3]=1[N+:10]([O-:12])=[O:11].[OH2:13].O[NH2:15]. (3) Given the product [Cl:10][C:11]1[C:12]([NH:20][C:21]2[C:30]3[C:25](=[CH:26][C:27]([O:33][CH2:34][CH:35]4[CH2:40][CH2:39][N:38]([C:44](=[O:45])[CH2:43][N:42]([CH3:47])[CH3:41])[CH2:37][CH2:36]4)=[C:28]([O:31][CH3:32])[CH:29]=3)[N:24]=[CH:23][N:22]=2)=[C:13]2[O:19][CH2:18][O:17][C:14]2=[N:15][CH:16]=1, predict the reactants needed to synthesize it. The reactants are: C(N(C(C)C)CC)(C)C.[Cl:10][C:11]1[C:12]([NH:20][C:21]2[C:30]3[C:25](=[CH:26][C:27]([O:33][CH2:34][CH:35]4[CH2:40][CH2:39][NH:38][CH2:37][CH2:36]4)=[C:28]([O:31][CH3:32])[CH:29]=3)[N:24]=[CH:23][N:22]=2)=[C:13]2[O:19][CH2:18][O:17][C:14]2=[N:15][CH:16]=1.[CH3:41][N:42]([CH3:47])[CH2:43][C:44](O)=[O:45].CN(C=O)C. (4) Given the product [F:3][C:4]([F:9])([F:8])[C:5]([O:7][BH3-:1])=[O:6].[Na+:2], predict the reactants needed to synthesize it. The reactants are: [BH4-:1].[Na+:2].[F:3][C:4]([F:9])([F:8])[C:5]([OH:7])=[O:6]. (5) Given the product [NH2:30][C:26]1[CH:25]=[C:24]([CH:29]=[CH:28][CH:27]=1)[O:23][C:20]1[CH:21]=[CH:22][C:17]([NH:16][C:14]2[C:15]3[N:7]([CH2:6][CH2:5][NH:4][C:34](=[O:35])[C:33]([CH3:37])([S:38]([CH3:41])(=[O:40])=[O:39])[CH3:32])[CH:8]=[CH:9][C:10]=3[N:11]=[CH:12][N:13]=2)=[CH:18][C:19]=1[Cl:31], predict the reactants needed to synthesize it. The reactants are: Cl.Cl.Cl.[NH2:4][CH2:5][CH2:6][N:7]1[C:15]2[C:14]([NH:16][C:17]3[CH:22]=[CH:21][C:20]([O:23][C:24]4[CH:29]=[CH:28][CH:27]=[C:26]([NH2:30])[CH:25]=4)=[C:19]([Cl:31])[CH:18]=3)=[N:13][CH:12]=[N:11][C:10]=2[CH:9]=[CH:8]1.[CH3:32][C:33]([S:38]([CH3:41])(=[O:40])=[O:39])([CH3:37])[C:34](O)=[O:35].Cl.C(N=C=NCCCN(C)C)C.ON1C2C=CC=CC=2N=N1.